Dataset: Forward reaction prediction with 1.9M reactions from USPTO patents (1976-2016). Task: Predict the product of the given reaction. Given the reactants C(OC(=O)[NH:10][C@@H:11]1[C:14](=[O:15])[NH:13][C@@H:12]1[CH2:16][N:17]1[N:21]=[C:20]([CH2:22][OH:23])[CH:19]=[N:18]1)C1C=CC=CC=1, predict the reaction product. The product is: [NH2:10][C@H:11]1[C@@H:12]([CH2:16][N:17]2[N:21]=[C:20]([CH2:22][OH:23])[CH:19]=[N:18]2)[NH:13][C:14]1=[O:15].